This data is from NCI-60 drug combinations with 297,098 pairs across 59 cell lines. The task is: Regression. Given two drug SMILES strings and cell line genomic features, predict the synergy score measuring deviation from expected non-interaction effect. (1) Drug 1: CC12CCC(CC1=CCC3C2CCC4(C3CC=C4C5=CN=CC=C5)C)O. Drug 2: CN1C(=O)N2C=NC(=C2N=N1)C(=O)N. Cell line: A498. Synergy scores: CSS=-3.03, Synergy_ZIP=2.51, Synergy_Bliss=0.146, Synergy_Loewe=-1.99, Synergy_HSA=-2.79. (2) Drug 1: CC12CCC3C(C1CCC2=O)CC(=C)C4=CC(=O)C=CC34C. Drug 2: C1=CC(=CC=C1C#N)C(C2=CC=C(C=C2)C#N)N3C=NC=N3. Cell line: T-47D. Synergy scores: CSS=26.9, Synergy_ZIP=-5.09, Synergy_Bliss=0.320, Synergy_Loewe=0.00239, Synergy_HSA=-0.134.